Dataset: Peptide-MHC class I binding affinity with 185,985 pairs from IEDB/IMGT. Task: Regression. Given a peptide amino acid sequence and an MHC pseudo amino acid sequence, predict their binding affinity value. This is MHC class I binding data. (1) The peptide sequence is RPQVPLRPMTY. The MHC is HLA-B07:02 with pseudo-sequence HLA-B07:02. The binding affinity (normalized) is 0.523. (2) The peptide sequence is AENLWVTVS. The MHC is Mamu-A11 with pseudo-sequence Mamu-A11. The binding affinity (normalized) is 0.393. (3) The peptide sequence is DVCGMFTNR. The MHC is HLA-A33:01 with pseudo-sequence HLA-A33:01. The binding affinity (normalized) is 0.162. (4) The peptide sequence is TSKTTILSK. The MHC is HLA-A68:01 with pseudo-sequence HLA-A68:01. The binding affinity (normalized) is 0.352. (5) The peptide sequence is RDNRRGLR. The MHC is Mamu-B08 with pseudo-sequence Mamu-B08. The binding affinity (normalized) is 0.0368. (6) The peptide sequence is WFLKSGAVVK. The MHC is HLA-A33:01 with pseudo-sequence HLA-A33:01. The binding affinity (normalized) is 0.224. (7) The peptide sequence is DTPLIPLTIF. The MHC is HLA-B07:02 with pseudo-sequence HLA-B07:02. The binding affinity (normalized) is 0. (8) The MHC is HLA-A02:01 with pseudo-sequence HLA-A02:01. The binding affinity (normalized) is 0.00303. The peptide sequence is KQFDTYNLW.